The task is: Predict the reactants needed to synthesize the given product.. This data is from Retrosynthesis with 50K atom-mapped reactions and 10 reaction types from USPTO. (1) Given the product CCOC(=O)c1c(N)sc2c(OCCN(CC)CC)c(Br)ccc12, predict the reactants needed to synthesize it. The reactants are: CCOC(=O)c1c(NC(C)=O)sc2c(OCCN(CC)CC)c(Br)ccc12. (2) Given the product Cc1nc(N)c2ncn(CCCCNC(=O)N3CCOCC3)c2c1C, predict the reactants needed to synthesize it. The reactants are: Cc1nc(N)c2ncn(CCCCN)c2c1C.O=C(Cl)N1CCOCC1. (3) The reactants are: CC1(C)OB(c2csc(CN3CCOCC3)c2)OC1(C)C.Cn1ccnc1Sc1ccc(Nc2c(C#N)cnc3cc(Br)ccc23)cc1Cl. Given the product Cn1ccnc1Sc1ccc(Nc2c(C#N)cnc3cc(-c4csc(CN5CCOCC5)c4)ccc23)cc1Cl, predict the reactants needed to synthesize it. (4) Given the product N#CC(=CC1CC1)C(=O)N1CCC[C@@H]1Cn1nc(-c2ccc(Oc3cccc(F)c3F)cc2)c2c(N)ncnc21, predict the reactants needed to synthesize it. The reactants are: N#CCC(=O)N1CCC[C@@H]1Cn1nc(-c2ccc(Oc3cccc(F)c3F)cc2)c2c(N)ncnc21.O=CC1CC1. (5) The reactants are: CCc1c(OC)cc(C)cc1OC.CN(C)C=O. Given the product CCc1c(OC)cc(C)c(C=O)c1OC, predict the reactants needed to synthesize it.